This data is from Forward reaction prediction with 1.9M reactions from USPTO patents (1976-2016). The task is: Predict the product of the given reaction. Given the reactants [F:1][C@H:2]1[C@@H:7]([O:8][C:9]2[CH:16]=[CH:15][C:14]([C:17]3[N:22]=[C:21]([NH:23][C:24]4[CH:29]=[CH:28][C:27]([N:30]5[CH2:35][CH2:34][N:33]([CH:36]6[CH2:39][O:38][CH2:37]6)[CH2:32][CH2:31]5)=[CH:26][CH:25]=4)[N:20]=[CH:19][N:18]=3)=[CH:13][C:10]=2[C:11]#[N:12])[CH2:6][CH2:5][NH:4][CH2:3]1.[Cl:40][C:41]1[NH:45][N:44]=[CH:43][C:42]=1[C:46](O)=[O:47].CN(C(ON1N=NC2C=CC=NC1=2)=[N+](C)C)C.F[P-](F)(F)(F)(F)F, predict the reaction product. The product is: [Cl:40][C:41]1[NH:45][N:44]=[CH:43][C:42]=1[C:46]([N:4]1[CH2:5][CH2:6][C@H:7]([O:8][C:9]2[CH:16]=[CH:15][C:14]([C:17]3[N:22]=[C:21]([NH:23][C:24]4[CH:29]=[CH:28][C:27]([N:30]5[CH2:31][CH2:32][N:33]([CH:36]6[CH2:39][O:38][CH2:37]6)[CH2:34][CH2:35]5)=[CH:26][CH:25]=4)[N:20]=[CH:19][N:18]=3)=[CH:13][C:10]=2[C:11]#[N:12])[C@H:2]([F:1])[CH2:3]1)=[O:47].